This data is from Full USPTO retrosynthesis dataset with 1.9M reactions from patents (1976-2016). The task is: Predict the reactants needed to synthesize the given product. (1) Given the product [C:4]([O:3][C:1](=[O:2])[NH:8][CH2:9][C:10]#[C:11][C:20]([C:22]1[O:26][C:25]([C:27]2[CH:28]=[CH:29][CH:30]=[CH:31][CH:32]=2)=[N:24][C:23]=1[CH3:33])=[O:21])([CH3:5])([CH3:6])[CH3:7], predict the reactants needed to synthesize it. The reactants are: [C:1]([NH:8][CH2:9][C:10]#[CH:11])([O:3][C:4]([CH3:7])([CH3:6])[CH3:5])=[O:2].[Li]CCCC.CON(C)[C:20]([C:22]1[O:26][C:25]([C:27]2[CH:32]=[CH:31][CH:30]=[CH:29][CH:28]=2)=[N:24][C:23]=1[CH3:33])=[O:21]. (2) Given the product [O:17]1[CH:18]=[CH:19][N:20]=[C:16]1[C:13]1[CH:12]=[CH:11][C:10]([CH2:9][C:6]2[CH:7]=[CH:8][C:3]([OH:2])=[CH:4][CH:5]=2)=[CH:15][CH:14]=1, predict the reactants needed to synthesize it. The reactants are: C[O:2][C:3]1[CH:8]=[CH:7][C:6]([CH2:9][C:10]2[CH:15]=[CH:14][C:13]([C:16]3[O:17][CH:18]=[CH:19][N:20]=3)=[CH:12][CH:11]=2)=[CH:5][CH:4]=1. (3) Given the product [Cl:10][C:9]1[C:2]([Cl:1])=[C:3]([CH:4]=[O:5])[CH:6]=[CH:7][C:8]=1[O:11][S:14]([C:13]([F:26])([F:25])[F:12])(=[O:16])=[O:15], predict the reactants needed to synthesize it. The reactants are: [Cl:1][C:2]1[C:9]([Cl:10])=[C:8]([OH:11])[CH:7]=[CH:6][C:3]=1[CH:4]=[O:5].[F:12][C:13]([F:26])([F:25])[S:14](O[S:14]([C:13]([F:26])([F:25])[F:12])(=[O:16])=[O:15])(=[O:16])=[O:15]. (4) The reactants are: BrC1C=CC=C2C=1C(C1C(O)=CC3OCOC=3C=1)[C:5](=[O:16])N2CCCCC.[CH2:27]([O:34][CH2:35][CH2:36][CH2:37][N:38]1[C:46]2[C:41](=[CH:42][CH:43]=[CH:44][CH:45]=2)[CH:40]([C:47]2[C:55]([OH:56])=[CH:54][C:50]3[O:51][CH2:52][O:53][C:49]=3[CH:48]=2)[C:39]1=[O:57])[C:28]1[CH:33]=[CH:32][CH:31]=[CH:30][CH:29]=1. Given the product [CH2:27]([O:34][CH2:35][CH2:36][CH2:37][N:38]1[C:46]2[C:41](=[CH:42][CH:43]=[CH:44][CH:45]=2)[C:40]([C:47]2[C:55]([OH:56])=[CH:54][C:50]3[O:51][CH2:52][O:53][C:49]=3[CH:48]=2)([CH2:5][OH:16])[C:39]1=[O:57])[C:28]1[CH:29]=[CH:30][CH:31]=[CH:32][CH:33]=1, predict the reactants needed to synthesize it. (5) Given the product [F:24][C:25]1[CH:26]=[C:27]([C:2]2[CH:3]=[C:4]3[C:8](=[C:9]([C:11]([NH2:12])=[O:36])[CH:10]=2)[NH:7][N:6]=[C:5]3[CH:13]2[CH2:14][CH2:15][N:16]([S:19]([CH2:22][CH3:23])(=[O:20])=[O:21])[CH2:17][CH2:18]2)[CH:28]=[CH:29][C:30]=1[F:31], predict the reactants needed to synthesize it. The reactants are: Br[C:2]1[CH:3]=[C:4]2[C:8](=[C:9]([C:11]#[N:12])[CH:10]=1)[NH:7][N:6]=[C:5]2[CH:13]1[CH2:18][CH2:17][N:16]([S:19]([CH2:22][CH3:23])(=[O:21])=[O:20])[CH2:15][CH2:14]1.[F:24][C:25]1[CH:26]=[C:27](B(O)O)[CH:28]=[CH:29][C:30]=1[F:31].C(=O)([O-])[O-:36].[K+].[K+]. (6) Given the product [NH:28]1[CH2:27][CH:26]([O:25][C:23]2[CH:22]=[CH:21][N:20]=[C:19]([NH:18][C:13]3[CH:12]=[C:11]([C:8]4[S:7][C:6]([C:2]5([OH:1])[CH2:5][CH2:4][CH2:3]5)=[N:10][CH:9]=4)[CH:16]=[C:15]([CH3:17])[CH:14]=3)[N:24]=2)[CH2:29]1, predict the reactants needed to synthesize it. The reactants are: [OH:1][C:2]1([C:6]2[S:7][C:8]([C:11]3[CH:12]=[C:13]([NH:18][C:19]4[N:24]=[C:23]([O:25][CH:26]5[CH2:29][N:28](C(OC(C)(C)C)=O)[CH2:27]5)[CH:22]=[CH:21][N:20]=4)[CH:14]=[C:15]([CH3:17])[CH:16]=3)=[CH:9][N:10]=2)[CH2:5][CH2:4][CH2:3]1.FC(F)(F)C(O)=O. (7) Given the product [F:30][C:27]1[CH:28]=[N:29][C:22]2[N:21]([C:31]3[CH:32]=[C:33]([C:37]4[CH:38]=[CH:39][C:40]([CH2:43][N:44]5[CH2:50][CH2:49][CH2:48][N:47]([CH3:51])[CH2:46][CH2:45]5)=[CH:41][CH:42]=4)[CH:34]=[CH:35][CH:36]=3)[C:20](=[O:52])[N:19]([C@@H:16]3[CH2:17][CH2:18][C@H:13]([NH:12][C:10](=[O:11])[C:9]([CH3:53])([CH3:54])[NH2:8])[CH2:14][CH2:15]3)[C:24](=[O:25])[C:23]=2[CH:26]=1, predict the reactants needed to synthesize it. The reactants are: Cl.C(OC(=O)[NH:8][C:9]([CH3:54])([CH3:53])[C:10]([NH:12][C@H:13]1[CH2:18][CH2:17][C@@H:16]([N:19]2[C:24](=[O:25])[C:23]3[CH:26]=[C:27]([F:30])[CH:28]=[N:29][C:22]=3[N:21]([C:31]3[CH:32]=[C:33]([C:37]4[CH:42]=[CH:41][C:40]([CH2:43][N:44]5[CH2:50][CH2:49][CH2:48][N:47]([CH3:51])[CH2:46][CH2:45]5)=[CH:39][CH:38]=4)[CH:34]=[CH:35][CH:36]=3)[C:20]2=[O:52])[CH2:15][CH2:14]1)=[O:11])(C)(C)C. (8) Given the product [CH:1]1([CH2:4][O:5][C:6]2[CH:18]=[CH:17][C:9]([C:10]([OH:12])=[O:11])=[CH:8][C:7]=2[C:19]([F:20])([F:21])[F:22])[CH2:3][CH2:2]1, predict the reactants needed to synthesize it. The reactants are: [CH:1]1([CH2:4][O:5][C:6]2[CH:18]=[CH:17][C:9]([C:10]([O:12]CC3CC3)=[O:11])=[CH:8][C:7]=2[C:19]([F:22])([F:21])[F:20])[CH2:3][CH2:2]1.[Li+].[OH-].